Dataset: Forward reaction prediction with 1.9M reactions from USPTO patents (1976-2016). Task: Predict the product of the given reaction. (1) Given the reactants [C:1]([O:5][C:6]([N:8]1[CH2:15][CH:14]2[O:16][CH:10]([CH2:11][N:12]([C:17]3[CH:18]=[N:19][C:20]([Cl:24])=[C:21](Br)[CH:22]=3)[CH2:13]2)[CH2:9]1)=[O:7])([CH3:4])([CH3:3])[CH3:2].[CH:25]1(B(O)O)[CH2:27][CH2:26]1.C1(P(C2CCCCC2)C2CCCCC2)CCCCC1.P([O-])([O-])([O-])=O.[K+].[K+].[K+], predict the reaction product. The product is: [C:1]([O:5][C:6]([N:8]1[CH2:15][CH:14]2[O:16][CH:10]([CH2:11][N:12]([C:17]3[CH:18]=[N:19][C:20]([Cl:24])=[C:21]([CH:25]4[CH2:27][CH2:26]4)[CH:22]=3)[CH2:13]2)[CH2:9]1)=[O:7])([CH3:4])([CH3:3])[CH3:2]. (2) Given the reactants [CH:1]([N:4]1[CH2:9][CH2:8][CH:7]([NH:10][C:11]2[CH:18]=[CH:17][C:16]([O:19][CH3:20])=[CH:15][C:12]=2[CH:13]=O)[CH2:6][CH2:5]1)([CH3:3])[CH3:2].[NH2:21][C:22]1[CH:30]=[C:29]([O:31][CH3:32])[CH:28]=[C:27]([O:33][CH3:34])[C:23]=1[C:24]([NH2:26])=[O:25].S(=O)(O)[O-].[Na+], predict the reaction product. The product is: [CH:1]([N:4]1[CH2:9][CH2:8][CH:7]([NH:10][C:11]2[CH:18]=[CH:17][C:16]([O:19][CH3:20])=[CH:15][C:12]=2[C:13]2[NH:26][C:24](=[O:25])[C:23]3[C:22](=[CH:30][C:29]([O:31][CH3:32])=[CH:28][C:27]=3[O:33][CH3:34])[N:21]=2)[CH2:6][CH2:5]1)([CH3:3])[CH3:2].